The task is: Regression/Classification. Given a drug SMILES string, predict its absorption, distribution, metabolism, or excretion properties. Task type varies by dataset: regression for continuous measurements (e.g., permeability, clearance, half-life) or binary classification for categorical outcomes (e.g., BBB penetration, CYP inhibition). Dataset: cyp3a4_veith.. This data is from CYP3A4 inhibition data for predicting drug metabolism from PubChem BioAssay. The molecule is CC(C)CC(=O)O/N=C1\C(=O)N(c2ccccc2)c2ccccc21. The result is 0 (non-inhibitor).